Task: Predict the reaction yield, written as a fraction of the theoretical maximum amount of product (1.0 means a 100% yield; for example, 0.34 means a 34% yield).. Dataset: Reaction yield outcomes from USPTO patents with 853,638 reactions (1) The reactants are [CH2:1]([C:5]1[N:6]=[C:7]([NH:27][NH2:28])[NH:8][C:9](=[O:26])[C:10]=1[CH2:11][C:12]1[CH:17]=[CH:16][C:15]([C:18]2[C:19]([C:24]#[N:25])=[CH:20][CH:21]=[CH:22][CH:23]=2)=[CH:14][CH:13]=1)[CH2:2][CH2:3][CH3:4].[CH:29](OCC)(OCC)OCC. No catalyst specified. The product is [CH2:1]([C:5]1[N:6]2[CH:29]=[N:28][N:27]=[C:7]2[NH:8][C:9](=[O:26])[C:10]=1[CH2:11][C:12]1[CH:17]=[CH:16][C:15]([C:18]2[C:19]([C:24]#[N:25])=[CH:20][CH:21]=[CH:22][CH:23]=2)=[CH:14][CH:13]=1)[CH2:2][CH2:3][CH3:4]. The yield is 0.170. (2) The reactants are [NH2:1][C:2]1[CH:7]=[CH:6][CH:5]=[CH:4][CH:3]=1.C([N:15]1[CH:19]=[CH:18][N:17]=[CH:16]1)([N:15]1[CH:19]=[CH:18][N:17]=[CH:16]1)=S.NC1[CH:27]=[C:26]([Br:28])[CH:25]=[CH:24]C=1N.CCN=C=NCCCN(C)C. The catalyst is N1C=CC=CC=1. The product is [Br:28][C:26]1[CH:25]=[CH:24][C:18]2[NH:17][C:16]([NH:1][C:2]3[CH:7]=[CH:6][CH:5]=[CH:4][CH:3]=3)=[N:15][C:19]=2[CH:27]=1. The yield is 0.250.